This data is from Full USPTO retrosynthesis dataset with 1.9M reactions from patents (1976-2016). The task is: Predict the reactants needed to synthesize the given product. (1) Given the product [C:18]([C:15]1[CH:14]=[CH:13][C:12]([CH2:11][N:7]2[C:8]3[C:4](=[CH:3][C:2]([C:27]4[CH:26]=[CH:25][CH:24]=[C:23]([Cl:22])[CH:28]=4)=[CH:10][CH:9]=3)[CH:5]=[CH:6]2)=[CH:17][CH:16]=1)([CH3:21])([CH3:20])[CH3:19], predict the reactants needed to synthesize it. The reactants are: Br[C:2]1[CH:3]=[C:4]2[C:8](=[CH:9][CH:10]=1)[N:7]([CH2:11][C:12]1[CH:17]=[CH:16][C:15]([C:18]([CH3:21])([CH3:20])[CH3:19])=[CH:14][CH:13]=1)[CH:6]=[CH:5]2.[Cl:22][C:23]1[CH:24]=[C:25](B(O)O)[CH:26]=[CH:27][CH:28]=1. (2) Given the product [CH2:17]([C:16]1[C:15]2[CH:22]=[CH:23][CH:24]=[CH:25][C:14]=2[O:13][C:12]=1[C:8]1[CH:7]=[C:6]2[C:11](=[CH:10][CH:9]=1)[CH:2]=[C:3]([O:26][CH2:27][C:28]1[NH:29][N:32]=[N:31][N:30]=1)[CH:4]=[CH:5]2)[CH2:18][CH2:19][CH2:20][CH3:21], predict the reactants needed to synthesize it. The reactants are: Br[C:2]1[C:11]2[C:6](=[CH:7][C:8]([C:12]3[O:13][C:14]4[CH:25]=[CH:24][CH:23]=[CH:22][C:15]=4[C:16]=3[CH2:17][CH2:18][CH2:19][CH2:20][CH3:21])=[CH:9][CH:10]=2)[CH:5]=[CH:4][C:3]=1[O:26][CH2:27][C:28]#[N:29].[N-:30]=[N+:31]=[N-:32].[Na+].[Cl-].[NH4+]. (3) Given the product [CH:12]1([C:15]2[CH:23]=[C:22]([C:24]([F:25])([F:26])[F:27])[CH:21]=[CH:20][C:16]=2[C:17]([NH:11][C@@H:7]2[CH2:8][CH2:9][CH2:10][C@@H:6]2[N:1]2[CH2:2][CH2:3][CH2:4][CH2:5]2)=[O:18])[CH2:14][CH2:13]1, predict the reactants needed to synthesize it. The reactants are: [N:1]1([C@H:6]2[CH2:10][CH2:9][CH2:8][C@H:7]2[NH2:11])[CH2:5][CH2:4][CH2:3][CH2:2]1.[CH:12]1([C:15]2[CH:23]=[C:22]([C:24]([F:27])([F:26])[F:25])[CH:21]=[CH:20][C:16]=2[C:17](O)=[O:18])[CH2:14][CH2:13]1. (4) Given the product [Br:1][C:2]1[N:10]([CH3:14])[C:9]2[C:8](=[O:11])[N:7]([CH3:6])[C:16](=[O:19])[N:5]([CH3:13])[C:4]=2[N:3]=1, predict the reactants needed to synthesize it. The reactants are: [Br:1][C:2]1[NH:10][C:9]2[C:8](=[O:11])[NH:7][C:6](=O)[N:5]([CH3:13])[C:4]=2[N:3]=1.[CH3:14]I.[C:16](=[O:19])([O-])[O-].[K+].[K+]. (5) The reactants are: [C:1]([N:4]1[CH2:8][CH2:7][C:6]2([C:16]3[C:11](=[CH:12][CH:13]=[C:14]([Cl:17])[CH:15]=3)[N:10]([C:18]([NH:20][C:21]3[S:22][C:23]([S:26][CH2:27][CH2:28][CH2:29][N:30]4C(=O)C5C(=CC=CC=5)C4=O)=[CH:24][N:25]=3)=[O:19])[CH2:9]2)[CH2:5]1)(=[O:3])[CH3:2].O.NN. Given the product [C:1]([N:4]1[CH2:8][CH2:7][C:6]2([C:16]3[C:11](=[CH:12][CH:13]=[C:14]([Cl:17])[CH:15]=3)[N:10]([C:18]([NH:20][C:21]3[S:22][C:23]([S:26][CH2:27][CH2:28][CH2:29][NH2:30])=[CH:24][N:25]=3)=[O:19])[CH2:9]2)[CH2:5]1)(=[O:3])[CH3:2], predict the reactants needed to synthesize it. (6) Given the product [F:25][C:19]1[C:20]([F:24])=[CH:21][CH:22]=[CH:23][C:18]=1[C:16]1[N:17]=[C:12]2[CH:11]=[N:10][N:9]([CH2:8][C:5]3[N:6]=[N:7][C:2]([C:32]4[CH:33]=[CH:34][C:29]([CH2:28][O:27][CH3:26])=[CH:30][CH:31]=4)=[CH:3][CH:4]=3)[CH:14]=[C:13]2[N:15]=1, predict the reactants needed to synthesize it. The reactants are: Cl[C:2]1[N:7]=[N:6][C:5]([CH2:8][N:9]2[CH:14]=[C:13]3[N:15]=[C:16]([C:18]4[CH:23]=[CH:22][CH:21]=[C:20]([F:24])[C:19]=4[F:25])[N:17]=[C:12]3[CH:11]=[N:10]2)=[CH:4][CH:3]=1.[CH3:26][O:27][CH2:28][C:29]1[CH:34]=[CH:33][C:32](B(O)O)=[CH:31][CH:30]=1.